From a dataset of Catalyst prediction with 721,799 reactions and 888 catalyst types from USPTO. Predict which catalyst facilitates the given reaction. (1) Reactant: [F:1][C:2]1([F:20])[CH2:5][N:4]([C:6]2[C:7]([O:14][CH2:15][C:16]([F:19])([F:18])[F:17])=[CH:8][C:9]([C:12]#[N:13])=[N:10][CH:11]=2)[CH2:3]1.Cl.[NH2:22][OH:23].C(N(CC)CC)C.C(OCC)(=O)C. Product: [F:20][C:2]1([F:1])[CH2:5][N:4]([C:6]2[C:7]([O:14][CH2:15][C:16]([F:17])([F:18])[F:19])=[CH:8][C:9]([C:12](=[N:22][OH:23])[NH2:13])=[N:10][CH:11]=2)[CH2:3]1. The catalyst class is: 14. (2) Reactant: [F:1][C:2]1[C:7]([NH2:8])=[CH:6][CH:5]=[C:4]([F:9])[C:3]=1[NH:10][C:11]1[C:16]([C:17]2[N:25]=[CH:24][N:23]=[C:22]3[C:18]=2[N:19]=[CH:20][N:21]3[CH:26]2[CH2:31][CH2:30][CH2:29][CH2:28][O:27]2)=[CH:15][CH:14]=[CH:13][N:12]=1.[O:32]1[C:41]2[C:36](=[CH:37][CH:38]=[CH:39][C:40]=2[S:42](Cl)(=[O:44])=[O:43])[CH2:35][CH2:34][CH2:33]1.N1C=CC=CC=1. Product: [F:1][C:2]1[C:3]([NH:10][C:11]2[C:16]([C:17]3[N:25]=[CH:24][N:23]=[C:22]4[C:18]=3[N:19]=[CH:20][N:21]4[CH:26]3[CH2:31][CH2:30][CH2:29][CH2:28][O:27]3)=[CH:15][CH:14]=[CH:13][N:12]=2)=[C:4]([F:9])[CH:5]=[CH:6][C:7]=1[NH:8][S:42]([C:40]1[CH:39]=[CH:38][CH:37]=[C:36]2[C:41]=1[O:32][CH2:33][CH2:34][CH2:35]2)(=[O:43])=[O:44]. The catalyst class is: 4. (3) Reactant: Cl[C:2]1[N:6]([C:7]2[CH:12]=[CH:11][CH:10]=[CH:9][CH:8]=2)[N:5]=[C:4]([CH3:13])[C:3]=1[C:14]([C:16]1[CH:21]=[CH:20][CH:19]=[CH:18][CH:17]=1)=[O:15].[Cl:22][C:23]1[CH:24]=[C:25]([SH:30])[CH:26]=[C:27]([Cl:29])[CH:28]=1.C(=O)([O-])[O-].[K+].[K+]. Product: [Cl:22][C:23]1[CH:24]=[C:25]([S:30][C:2]2[N:6]([C:7]3[CH:12]=[CH:11][CH:10]=[CH:9][CH:8]=3)[N:5]=[C:4]([CH3:13])[C:3]=2[C:14]([C:16]2[CH:21]=[CH:20][CH:19]=[CH:18][CH:17]=2)=[O:15])[CH:26]=[C:27]([Cl:29])[CH:28]=1. The catalyst class is: 9. (4) Reactant: Cl[S:2]([C:5]1[CH:6]=[C:7]([CH:11]=[CH:12][CH:13]=1)[C:8]([OH:10])=[O:9])(=[O:4])=[O:3].[CH2:14]([NH2:17])[CH:15]=[CH2:16].[OH-].[Na+]. Product: [CH2:14]([NH:17][S:2]([C:5]1[CH:6]=[C:7]([CH:11]=[CH:12][CH:13]=1)[C:8]([OH:10])=[O:9])(=[O:4])=[O:3])[CH:15]=[CH2:16]. The catalyst class is: 295. (5) Product: [CH:1]([C:4]1[C:8]([C:9]([O:11][CH2:12][CH3:13])=[O:10])=[CH:7][N:6]([C:15]2[CH:20]=[CH:19][CH:18]=[CH:17][CH:16]=2)[N:5]=1)([CH3:3])[CH3:2]. Reactant: [CH:1]([C:4]1[C:8]([C:9]([O:11][CH2:12][CH3:13])=[O:10])=[CH:7][NH:6][N:5]=1)([CH3:3])[CH3:2].I[C:15]1[CH:20]=[CH:19][CH:18]=[CH:17][CH:16]=1.C([O-])([O-])=O.[K+].[K+].CN[C@H]1CCCC[C@@H]1NC. The catalyst class is: 205. (6) Reactant: [C:1]([C:3]1[CH:8]=[CH:7][C:6]([NH:9][C:10](=[O:18])[CH2:11][C:12]2[CH:17]=[CH:16][CH:15]=[CH:14][CH:13]=2)=[C:5]([N+:19]([O-])=O)[CH:4]=1)#[N:2]. Product: [NH2:19][C:5]1[CH:4]=[C:3]([C:1]#[N:2])[CH:8]=[CH:7][C:6]=1[NH:9][C:10](=[O:18])[CH2:11][C:12]1[CH:13]=[CH:14][CH:15]=[CH:16][CH:17]=1. The catalyst class is: 19. (7) Reactant: C([N:8]1[CH2:13][CH:12]=[C:11]([C:14]2[CH:19]=[CH:18][C:17]([C:20]([F:23])([F:22])[F:21])=[CH:16][CH:15]=2)[CH2:10][CH2:9]1)C1C=CC=CC=1.ClC(OC(Cl)=O)C. Product: [F:23][C:20]([F:21])([F:22])[C:17]1[CH:16]=[CH:15][C:14]([C:11]2[CH2:12][CH2:13][NH:8][CH2:9][CH:10]=2)=[CH:19][CH:18]=1. The catalyst class is: 1. (8) Reactant: [O:1]=[C:2]1[NH:7][N:6]=[C:5]([C:8]2[CH:25]=[CH:24][C:11]([C:12]([NH:14][CH2:15][CH2:16][CH2:17][N:18]3[CH2:23][CH2:22][CH2:21][CH2:20][CH2:19]3)=[O:13])=[CH:10][CH:9]=2)[CH:4]=[CH:3]1.[NH:26]1[C:34]2[C:29](=[CH:30][C:31]([CH2:35]O)=[CH:32][CH:33]=2)[CH:28]=[N:27]1.C1(P(C2C=CC=CC=2)C2C=CC=CC=2)C=CC=CC=1.N(C(OCC)=O)=NC(OCC)=O. Product: [NH:26]1[C:34]2[C:29](=[CH:30][C:31]([CH2:35][N:7]3[C:2](=[O:1])[CH:3]=[CH:4][C:5]([C:8]4[CH:25]=[CH:24][C:11]([C:12]([NH:14][CH2:15][CH2:16][CH2:17][N:18]5[CH2:23][CH2:22][CH2:21][CH2:20][CH2:19]5)=[O:13])=[CH:10][CH:9]=4)=[N:6]3)=[CH:32][CH:33]=2)[CH:28]=[N:27]1. The catalyst class is: 1.